This data is from Catalyst prediction with 721,799 reactions and 888 catalyst types from USPTO. The task is: Predict which catalyst facilitates the given reaction. (1) Reactant: Cl[C:2]1[CH:7]=[C:6]([NH:8][C:9]2[CH:18]=[CH:17][CH:16]=[CH:15][C:10]=2[C:11]([NH:13][CH3:14])=[O:12])[C:5]([C:19]([F:22])([F:21])[F:20])=[CH:4][N:3]=1.[CH3:23][O:24][C:25]1[CH:30]=[C:29]([N:31]2[CH2:36][CH2:35][O:34][CH2:33][CH2:32]2)[CH:28]=[CH:27][C:26]=1[NH2:37].Cl.O1CCOCC1. Product: [CH3:14][NH:13][C:11](=[O:12])[C:10]1[CH:15]=[CH:16][CH:17]=[CH:18][C:9]=1[NH:8][C:6]1[C:5]([C:19]([F:22])([F:21])[F:20])=[CH:4][N:3]=[C:2]([NH:37][C:26]2[CH:27]=[CH:28][C:29]([N:31]3[CH2:32][CH2:33][O:34][CH2:35][CH2:36]3)=[CH:30][C:25]=2[O:24][CH3:23])[CH:7]=1. The catalyst class is: 6. (2) Reactant: ClC1C=C[C:15]([O:20]CC(O)=O)=[C:16](CC2C=C[CH:17]=[CH:16][C:15]=2[OH:20])[CH:17]=1.[CH3:21][O:22][C:23](=[O:41])[CH2:24][O:25][C:26]1[CH:31]=[CH:30][C:29]([Cl:32])=[CH:28][C:27]=1[CH2:33][C:34]1[CH:39]=[CH:38][CH:37]=[CH:36][C:35]=1[OH:40].S(=O)(=O)(O)[OH:43]. Product: [Cl:32][C:29]1[CH:30]=[CH:31][C:26]([O:25][CH2:24][C:23]([O:22][CH3:21])=[O:41])=[C:27]([CH:28]=1)[CH2:33][C:34]1[CH:39]=[CH:38][CH:37]=[CH:36][C:35]=1[O:40][CH:16]([CH3:17])[C:15]([OH:20])=[O:43]. The catalyst class is: 5. (3) Reactant: [F:1][P-:2]([F:7])([F:6])([F:5])([F:4])[F:3].[CH3:8][C:9]1[CH:14]=[C:13]([CH3:15])[CH:12]=[C:11]([CH2:16][CH2:17][CH2:18][CH2:19][CH2:20][CH2:21][CH2:22][CH2:23][CH2:24][CH2:25][CH2:26][CH2:27][CH2:28][CH3:29])[O+]=1.[CH2:30]([NH2:44])[CH2:31][CH2:32][CH2:33][CH2:34][CH2:35][CH2:36][CH2:37][CH2:38][CH2:39][CH2:40][CH2:41][CH2:42][CH3:43].C(N(CC)CC)C.N. Product: [F:1][P-:2]([F:7])([F:6])([F:5])([F:4])[F:3].[CH3:8][C:9]1[CH:14]=[C:13]([CH3:15])[CH:12]=[C:11]([CH2:16][CH2:17][CH2:18][CH2:19][CH2:20][CH2:21][CH2:22][CH2:23][CH2:24][CH2:25][CH2:26][CH2:27][CH2:28][CH3:29])[N+:44]=1[CH2:30][CH2:31][CH2:32][CH2:33][CH2:34][CH2:35][CH2:36][CH2:37][CH2:38][CH2:39][CH2:40][CH2:41][CH2:42][CH3:43]. The catalyst class is: 845. (4) Reactant: [NH:1]1[C:11]2[C:6](=[CH:7][CH:8]=[CH:9][CH:10]=2)[C:4](=[O:5])[C:2]1=[O:3].B(O)(O)[C:13]1[CH:18]=[CH:17][C:16]2[O:19][CH2:20][O:21][C:15]=2[CH:14]=1.N1C=CC=CC=1. Product: [O:19]1[C:16]2[CH:17]=[CH:18][C:13]([N:1]3[C:11]4[C:6](=[CH:7][CH:8]=[CH:9][CH:10]=4)[C:4](=[O:5])[C:2]3=[O:3])=[CH:14][C:15]=2[O:21][CH2:20]1. The catalyst class is: 221. (5) Reactant: [F:1][C:2]([F:9])([F:8])[C:3]1[CH:7]=[CH:6][NH:5][N:4]=1.[H-].[Na+].Cl[C:13]1[CH:22]=[C:21]([O:23][CH2:24][C:25]2[CH:30]=[CH:29][C:28]([O:31][CH3:32])=[CH:27][CH:26]=2)[C:20]2[C:15](=[C:16]([CH3:35])[C:17]([O:33][CH3:34])=[CH:18][CH:19]=2)[N:14]=1.CCOC(C)=O. The catalyst class is: 3. Product: [CH3:34][O:33][C:17]1[C:16]([CH3:35])=[C:15]2[C:20]([C:21]([O:23][CH2:24][C:25]3[CH:26]=[CH:27][C:28]([O:31][CH3:32])=[CH:29][CH:30]=3)=[CH:22][C:13]([N:5]3[CH:6]=[CH:7][C:3]([C:2]([F:9])([F:8])[F:1])=[N:4]3)=[N:14]2)=[CH:19][CH:18]=1. (6) Reactant: [F:1][C:2]([F:35])([F:34])[C:3]([C:21]1[C:29]2[C:24](=[N:25][CH:26]=[CH:27][CH:28]=2)[N:23]([CH2:30][C:31](O)=[O:32])[CH:22]=1)([C:5]1[CH:6]=[C:7]2[C:11](=[CH:12][CH:13]=1)[N:10]([C:14]1[CH:19]=[CH:18][C:17]([F:20])=[CH:16][CH:15]=1)[N:9]=[CH:8]2)[OH:4].C1N=CN(C(N2C=NC=C2)=O)C=1.[CH3:48][S:49]([NH2:52])(=[O:51])=[O:50].[H-].[Na+]. Product: [F:1][C:2]([F:34])([F:35])[C:3]([C:21]1[C:29]2[C:24](=[N:25][CH:26]=[CH:27][CH:28]=2)[N:23]([CH2:30][C:31]([NH:52][S:49]([CH3:48])(=[O:51])=[O:50])=[O:32])[CH:22]=1)([C:5]1[CH:6]=[C:7]2[C:11](=[CH:12][CH:13]=1)[N:10]([C:14]1[CH:15]=[CH:16][C:17]([F:20])=[CH:18][CH:19]=1)[N:9]=[CH:8]2)[OH:4]. The catalyst class is: 3. (7) Reactant: [NH:1]1[CH2:6][CH2:5][CH:4]([CH2:7][OH:8])[CH2:3][CH2:2]1.Cl[C:10]([O:12][CH2:13][C:14]1[CH:19]=[CH:18][CH:17]=[CH:16][CH:15]=1)=[O:11].C(=O)(O)[O-].[Na+]. Product: [CH2:13]([O:12][C:10]([N:1]1[CH2:6][CH2:5][CH:4]([CH2:7][OH:8])[CH2:3][CH2:2]1)=[O:11])[C:14]1[CH:19]=[CH:18][CH:17]=[CH:16][CH:15]=1. The catalyst class is: 34.